Dataset: Reaction yield outcomes from USPTO patents with 853,638 reactions. Task: Predict the reaction yield, written as a fraction of the theoretical maximum amount of product (1.0 means a 100% yield; for example, 0.34 means a 34% yield). (1) The reactants are [NH2:1][C:2]1[C:10]2[C:5](=[N:6][C:7]([N:17]3[CH2:26][CH2:25][C:20]4(OCC[O:21]4)[CH2:19][CH2:18]3)=[CH:8][C:9]=2[O:11][CH2:12][C:13]([F:16])([F:15])[F:14])[S:4][C:3]=1[C:27]([NH2:29])=[O:28].C(O)(=O)C.C([O-])(O)=O.[Na+]. The catalyst is O. The product is [NH2:1][C:2]1[C:10]2[C:5](=[N:6][C:7]([N:17]3[CH2:18][CH2:19][C:20](=[O:21])[CH2:25][CH2:26]3)=[CH:8][C:9]=2[O:11][CH2:12][C:13]([F:14])([F:16])[F:15])[S:4][C:3]=1[C:27]([NH2:29])=[O:28]. The yield is 0.805. (2) The reactants are N[C:2]1[CH:13]=[CH:12][C:5]2[N:6]([CH3:11])[C:7](=[O:10])[CH2:8][O:9][C:4]=2[CH:3]=1.S(=O)(=O)(O)[OH:15].N([O-])=O.[Na+]. The catalyst is O. The product is [OH:15][C:2]1[CH:13]=[CH:12][C:5]2[N:6]([CH3:11])[C:7](=[O:10])[CH2:8][O:9][C:4]=2[CH:3]=1. The yield is 0.320. (3) The reactants are [CH2:1]([C:5]1[N:6]=[C:7]([CH3:27])[NH:8][C:9](=[O:26])[C:10]=1[CH2:11][C:12]1[CH:17]=[CH:16][C:15]([C:18]2[C:19]([C:24]#[N:25])=[CH:20][CH:21]=[CH:22][CH:23]=2)=[CH:14][CH:13]=1)[CH2:2][CH2:3][CH3:4].[C:28]([O:32][C:33]1[CH:38]=[CH:37][C:36](B(O)O)=[CH:35][CH:34]=1)([CH3:31])([CH3:30])[CH3:29].C(N(CC)CC)C.N1C=CC=CC=1. The catalyst is ClCCl.C(OCC)(=O)C.C([O-])(=O)C.[Cu+2].C([O-])(=O)C. The product is [C:28]([O:32][C:33]1[CH:38]=[CH:37][C:36]([N:8]2[C:9](=[O:26])[C:10]([CH2:11][C:12]3[CH:17]=[CH:16][C:15]([C:18]4[C:19]([C:24]#[N:25])=[CH:20][CH:21]=[CH:22][CH:23]=4)=[CH:14][CH:13]=3)=[C:5]([CH2:1][CH2:2][CH2:3][CH3:4])[N:6]=[C:7]2[CH3:27])=[CH:35][CH:34]=1)([CH3:31])([CH3:29])[CH3:30]. The yield is 0.720. (4) The reactants are [CH3:1][N:2]1[CH:6]=[C:5]([C:7]2[CH:12]=[C:11]([O:13][C:14]3[CH:15]=[CH:16][C:17]([NH2:20])=[N:18][CH:19]=3)[CH:10]=[CH:9][N:8]=2)[CH:4]=[N:3]1.N1C=CC=CC=1.[O:27]=[C:28]1[N:32]([CH:33]2[CH2:38][CH2:37][O:36][CH2:35][CH2:34]2)[CH2:31][CH2:30][N:29]1[C:39](Cl)=[O:40]. The catalyst is C(Cl)Cl.O. The product is [CH3:1][N:2]1[CH:6]=[C:5]([C:7]2[CH:12]=[C:11]([O:13][C:14]3[CH:15]=[CH:16][C:17]([NH:20][C:39]([N:29]4[CH2:30][CH2:31][N:32]([CH:33]5[CH2:38][CH2:37][O:36][CH2:35][CH2:34]5)[C:28]4=[O:27])=[O:40])=[N:18][CH:19]=3)[CH:10]=[CH:9][N:8]=2)[CH:4]=[N:3]1. The yield is 0.800. (5) The reactants are [C:1]([C:3]1[CH:8]=[CH:7][C:6]([CH2:9][C:10]([O:12][CH2:13][CH3:14])=[O:11])=[CH:5][CH:4]=1)#[N:2].[CH3:15][N:16]([CH:18]=O)[CH3:17]. No catalyst specified. The product is [C:1]([C:3]1[CH:8]=[CH:7][C:6]([C:9](=[CH:15][N:16]([CH3:18])[CH3:17])[C:10]([O:12][CH2:13][CH3:14])=[O:11])=[CH:5][CH:4]=1)#[N:2]. The yield is 0.620. (6) The reactants are Br[C:2]1[N:7]=[C:6]([NH:8][C:9]([C:11]2([C:14]3[CH:24]=[CH:23][C:17]4[O:18][C:19]([F:22])([F:21])[O:20][C:16]=4[CH:15]=3)[CH2:13][CH2:12]2)=[O:10])[CH:5]=[CH:4][CH:3]=1.[CH3:25][O:26][C:27]1[C:32](B(O)O)=[CH:31][CH:30]=[CH:29][N:28]=1.C(=O)([O-])[O-].[Na+].[Na+]. The catalyst is CN(C)C=O.C1C=CC(P(C2C=CC=CC=2)[C-]2C=CC=C2)=CC=1.C1C=CC(P(C2C=CC=CC=2)[C-]2C=CC=C2)=CC=1.Cl[Pd]Cl.[Fe+2]. The product is [F:21][C:19]1([F:22])[O:18][C:17]2[CH:23]=[CH:24][C:14]([C:11]3([C:9]([NH:8][C:6]4[N:7]=[C:2]([C:32]5[C:27]([O:26][CH3:25])=[N:28][CH:29]=[CH:30][CH:31]=5)[CH:3]=[CH:4][CH:5]=4)=[O:10])[CH2:13][CH2:12]3)=[CH:15][C:16]=2[O:20]1. The yield is 0.500. (7) The reactants are [NH:1]1[CH2:6][CH2:5][NH:4][CH2:3][CH2:2]1.Cl[C:8]1[CH:13]=[C:12]([C:14]([F:17])([F:16])[F:15])[CH:11]=[CH:10][N:9]=1. The catalyst is C(O)C. The product is [F:15][C:14]([F:17])([F:16])[C:12]1[CH:11]=[CH:10][N:9]=[C:8]([N:1]2[CH2:6][CH2:5][NH:4][CH2:3][CH2:2]2)[CH:13]=1. The yield is 0.950. (8) The reactants are [Br:1][C:2]1[CH:9]=[C:8]([Br:10])[CH:7]=[C:4]([CH:5]=O)[C:3]=1[OH:11].[F:12][C:13]([F:33])([F:32])[C:14]1[CH:15]=[C:16]([CH:25]=[C:26]([C:28]([F:31])([F:30])[F:29])[CH:27]=1)[CH2:17][N:18]1[C:22](=[O:23])[CH2:21][S:20][C:19]1=[O:24]. The catalyst is C(O)(=O)C.N1CCCCC1.C1(C)C=CC=CC=1. The product is [Br:1][C:2]1[C:3]([OH:11])=[C:4]([CH:7]=[C:8]([Br:10])[CH:9]=1)[CH:5]=[C:21]1[S:20][C:19](=[O:24])[N:18]([CH2:17][C:16]2[CH:15]=[C:14]([C:13]([F:32])([F:12])[F:33])[CH:27]=[C:26]([C:28]([F:30])([F:31])[F:29])[CH:25]=2)[C:22]1=[O:23]. The yield is 0.765. (9) The product is [Br:1][C:2]1[CH:7]=[CH:6][C:5]([O:8][CH:9]([CH:10]2[CH2:11][O:18]2)[CH3:12])=[C:4]([Cl:13])[C:3]=1[Cl:14]. The yield is 0.910. The catalyst is O.C(#N)C. The reactants are [Br:1][C:2]1[CH:7]=[CH:6][C:5]([O:8][CH:9]([CH3:12])[CH:10]=[CH2:11])=[C:4]([Cl:13])[C:3]=1[Cl:14].FC(F)(F)C(C)=[O:18].C(=O)(O)[O-].[Na+].OOS([O-])=O.[K+]. (10) The reactants are [C:1]([O:9][CH3:10])(=[O:8])[C:2]1[CH:7]=[CH:6][CH:5]=[CH:4][CH:3]=1.[C:11]1([CH2:17]CO)[CH:16]=[CH:15][CH:14]=[CH:13][CH:12]=1. No catalyst specified. The product is [C:1]([O:9][CH2:10][CH2:17][C:11]1[CH:16]=[CH:15][CH:14]=[CH:13][CH:12]=1)(=[O:8])[C:2]1[CH:7]=[CH:6][CH:5]=[CH:4][CH:3]=1. The yield is 0.810.